From a dataset of Forward reaction prediction with 1.9M reactions from USPTO patents (1976-2016). Predict the product of the given reaction. (1) The product is: [CH3:14][C:12]1[CH:11]=[N:10][C:9]2[NH:15][C:16]3[C:21]([C:8]=2[CH:13]=1)=[CH:20][C:19]([C:22](=[O:24])[CH3:23])=[CH:18][CH:17]=3. Given the reactants CN(C)C(=O)C.Br[C:8]1[C:9]([NH:15][C:16]2[CH:21]=[CH:20][C:19]([C:22](=[O:24])[CH3:23])=[CH:18][CH:17]=2)=[N:10][CH:11]=[C:12]([CH3:14])[CH:13]=1.C1CCN2C(=NCCC2)CC1.O, predict the reaction product. (2) Given the reactants Br[C:2]1[CH:3]=[C:4]([CH:9]=[C:10]([CH3:12])[N:11]=1)[C:5]([O:7][CH3:8])=[O:6].[CH3:13][PH:14](=[O:16])[CH3:15].C1(P(C2C=CC=CC=2)C2C3OC4C(=CC=CC=4P(C4C=CC=CC=4)C4C=CC=CC=4)C(C)(C)C=3C=CC=2)C=CC=CC=1.P([O-])([O-])([O-])=O.[K+].[K+].[K+], predict the reaction product. The product is: [CH3:13][P:14]([C:2]1[CH:3]=[C:4]([CH:9]=[C:10]([CH3:12])[N:11]=1)[C:5]([O:7][CH3:8])=[O:6])([CH3:15])=[O:16]. (3) Given the reactants [Cl:1][C:2]1[CH:3]=[C:4]2[C:8](=[CH:9][CH:10]=1)[N:7]([CH3:11])[C:6]([CH2:12][CH2:13][CH2:14][CH2:15][CH2:16][CH2:17][CH3:18])=[CH:5]2.[Cl-].C[Al+]C.[CH3:23][CH:24]1[CH2:29][C:28](=[O:30])[O:27][C:26](=[O:31])[CH2:25]1, predict the reaction product. The product is: [Cl:1][C:2]1[CH:3]=[C:4]2[C:8](=[CH:9][CH:10]=1)[N:7]([CH3:11])[C:6]([CH2:12][CH2:13][CH2:14][CH2:15][CH2:16][CH2:17][CH3:18])=[C:5]2[C:28](=[O:30])[CH2:29][CH:24]([CH3:23])[CH2:25][C:26]([OH:31])=[O:27]. (4) Given the reactants [Br:1][C:2]1[C:7]2=[N:8][C:9]([CH3:12])=[CH:10][N:11]=[C:6]2[CH:5]=[N:4][CH:3]=1.[Se](=O)=[O:14].Cl([O-])=O.[Na+].P([O-])(O)(O)=O.[Na+].[OH2:26], predict the reaction product. The product is: [Br:1][C:2]1[C:7]2=[N:8][C:9]([C:12]([OH:14])=[O:26])=[CH:10][N:11]=[C:6]2[CH:5]=[N:4][CH:3]=1. (5) Given the reactants [CH3:1][N:2]1[CH2:7][CH2:6][NH:5][CH2:4][CH2:3]1.[OH-].[Na+].[CH3:10][N:11]1[C:19]2[C:18](=[O:20])[N:17]=[C:16]([C:21]3[CH:22]=[C:23]([S:30](Cl)(=[O:32])=[O:31])[CH:24]=[CH:25][C:26]=3[O:27][CH2:28][CH3:29])[NH:15][C:14]=2[C:13]([CH2:34][CH2:35][CH3:36])=[N:12]1, predict the reaction product. The product is: [CH3:36][CH2:35][CH2:34][C:13]1[C:14]2[N:15]=[C:16]([C:21]3[CH:22]=[C:23]([S:30]([N:5]4[CH2:6][CH2:7][N:2]([CH3:1])[CH2:3][CH2:4]4)(=[O:31])=[O:32])[CH:24]=[CH:25][C:26]=3[O:27][CH2:28][CH3:29])[NH:17][C:18](=[O:20])[C:19]=2[N:11]([CH3:10])[N:12]=1. (6) Given the reactants Cl[C:2]1[N:7]=[C:6]([C:8]([OH:11])([CH3:10])[CH3:9])[CH:5]=[C:4]([N:12]2[CH2:17][CH2:16][O:15][CH2:14][C@@H:13]2[CH3:18])[N:3]=1.[O:19]1[CH:23]=[CH:22][C:21]([NH:24][C:25](=[O:42])[NH:26][C:27]2[CH:32]=[CH:31][C:30](B3OC(C)(C)C(C)(C)O3)=[CH:29][CH:28]=2)=[N:20]1.CN(C=O)C.Cl, predict the reaction product. The product is: [OH:11][C:8]([C:6]1[CH:5]=[C:4]([N:12]2[CH2:17][CH2:16][O:15][CH2:14][C@@H:13]2[CH3:18])[N:3]=[C:2]([C:30]2[CH:29]=[CH:28][C:27]([NH:26][C:25]([NH:24][C:21]3[CH:22]=[CH:23][O:19][N:20]=3)=[O:42])=[CH:32][CH:31]=2)[N:7]=1)([CH3:10])[CH3:9]. (7) Given the reactants [CH2:1]([O:4][C:5]1[CH:10]=[CH:9][C:8](B(O)O)=[C:7]([C:14]([F:17])([F:16])[F:15])[CH:6]=1)[CH2:2][CH3:3].[CH3:18][O:19][C:20]([C:22]1[CH:27]=[N:26][C:25](Cl)=[CH:24][N:23]=1)=[O:21].C(=O)([O-])[O-].[K+].[K+].C1(C)C=CC=CC=1, predict the reaction product. The product is: [CH3:18][O:19][C:20]([C:22]1[CH:27]=[N:26][C:25]([C:8]2[CH:9]=[CH:10][C:5]([O:4][CH2:1][CH2:2][CH3:3])=[CH:6][C:7]=2[C:14]([F:17])([F:16])[F:15])=[CH:24][N:23]=1)=[O:21]. (8) Given the reactants C1(O[C:8](=[O:19])[NH:9][C:10]2[S:14][N:13]=[C:12]([SH:15])[C:11]=2[C:16](=[O:18])[NH2:17])C=CC=CC=1.[CH3:20][C:21]1[CH:28]=[CH:27][C:24]([CH2:25]Cl)=[CH:23][CH:22]=1.O1CCCC1.[Cl:34][C:35]1[CH:36]=[C:37]([CH:40]=[CH:41][C:42]=1[F:43])[CH2:38][NH2:39], predict the reaction product. The product is: [Cl:34][C:35]1[CH:36]=[C:37]([CH:40]=[CH:41][C:42]=1[F:43])[CH2:38][NH:39][C:8](=[O:19])[NH:9][C:10]1[S:14][N:13]=[C:12]([S:15][CH2:20][C:21]2[CH:28]=[CH:27][C:24]([CH3:25])=[CH:23][CH:22]=2)[C:11]=1[C:16]([NH2:17])=[O:18].